Dataset: Reaction yield outcomes from USPTO patents with 853,638 reactions. Task: Predict the reaction yield, written as a fraction of the theoretical maximum amount of product (1.0 means a 100% yield; for example, 0.34 means a 34% yield). The reactants are Cl[C:2]1[C:11]2[C:6](=[CH:7][C:8]([CH3:12])=[CH:9][CH:10]=2)[N:5]=[C:4]([C:13]2[CH:18]=[CH:17][CH:16]=[CH:15][C:14]=2[OH:19])[N:3]=1.[C:20]([O:24][C:25](=[O:32])[NH:26][C@H:27]1[CH2:31][CH2:30][NH:29][CH2:28]1)([CH3:23])([CH3:22])[CH3:21].C(N(CC)CC)C. The catalyst is CN(C=O)C.O.C(Cl)Cl. The product is [C:20]([O:24][C:25](=[O:32])[NH:26][C@H:27]1[CH2:31][CH2:30][N:29]([C:2]2[C:11]3[C:6](=[CH:7][C:8]([CH3:12])=[CH:9][CH:10]=3)[N:5]=[C:4]([C:13]3[CH:18]=[CH:17][CH:16]=[CH:15][C:14]=3[OH:19])[N:3]=2)[CH2:28]1)([CH3:23])([CH3:21])[CH3:22]. The yield is 0.810.